Dataset: Forward reaction prediction with 1.9M reactions from USPTO patents (1976-2016). Task: Predict the product of the given reaction. (1) The product is: [Cl:6][C:7]1[CH:12]=[C:11]([S:13]([N:3]([CH2:4][CH3:5])[CH2:1][CH3:2])(=[O:15])=[O:14])[CH:10]=[CH:9][N:8]=1. Given the reactants [CH2:1]([NH:3][CH2:4][CH3:5])[CH3:2].[Cl:6][C:7]1[CH:12]=[C:11]([S:13](Cl)(=[O:15])=[O:14])[CH:10]=[CH:9][N:8]=1, predict the reaction product. (2) The product is: [CH3:3][N:2]([CH2:4][C:5]1[N:6]([C:10]2[CH:11]=[C:12]([NH:20][C:21](=[O:40])[C:22]3[CH:27]=[CH:26][C:25]([CH3:28])=[C:24]([C:29]#[C:30][C:31]4[N:35]5[CH:36]=[CH:37][CH:41]=[CH:39][C:34]5=[N:33][CH:32]=4)[CH:23]=3)[CH:13]=[C:14]([C:16]([F:17])([F:18])[F:19])[CH:15]=2)[CH:7]=[CH:8][N:9]=1)[CH3:1]. Given the reactants [CH3:1][N:2]([CH2:4][C:5]1[N:6]([C:10]2[CH:11]=[C:12]([NH:20][C:21](=[O:40])[C:22]3[CH:27]=[CH:26][C:25]([CH3:28])=[C:24]([C:29]#[C:30][C:31]4[N:35]5[CH:36]=[CH:37]N=[CH:39][C:34]5=[N:33][CH:32]=4)[CH:23]=3)[CH:13]=[C:14]([C:16]([F:19])([F:18])[F:17])[CH:15]=2)[CH:7]=[CH:8][N:9]=1)[CH3:3].[CH3:41]CN(C(C)C)C(C)C, predict the reaction product. (3) Given the reactants C([O-])=O.[NH4+].C([N:12]1[CH2:17][C:16](=[O:18])[N:15]([C:19]2[CH:24]=[C:23]([CH2:25][C:26]3[C:35]4[C:30](=[CH:31][CH:32]=[CH:33][CH:34]=4)[C:29](=[O:36])[NH:28][N:27]=3)[CH:22]=[CH:21][C:20]=2[F:37])[C:14](=[O:38])[CH2:13]1)C1C=CC=CC=1.CO, predict the reaction product. The product is: [F:37][C:20]1[CH:21]=[CH:22][C:23]([CH2:25][C:26]2[C:35]3[C:30](=[CH:31][CH:32]=[CH:33][CH:34]=3)[C:29](=[O:36])[NH:28][N:27]=2)=[CH:24][C:19]=1[N:15]1[C:14](=[O:38])[CH2:13][NH:12][CH2:17][C:16]1=[O:18]. (4) Given the reactants [F:1][C:2]1[CH:15]=[CH:14][C:5]2[N:6]3[CH:11]=[C:10]([CH2:12][OH:13])[N:9]=[C:7]3[S:8][C:4]=2[CH:3]=1, predict the reaction product. The product is: [CH:12]([C:10]1[N:9]=[C:7]2[N:6]([CH:11]=1)[C:5]1[CH:14]=[CH:15][C:2]([F:1])=[CH:3][C:4]=1[S:8]2)=[O:13]. (5) The product is: [Cl:1][C:2]1[CH:7]=[CH:6][C:5]([C:8]2[CH:9]=[CH:10][C:11]([N:14]([CH3:28])[CH2:15][CH2:16][CH2:17][C:18]3[CH:19]=[CH:20][C:21]([CH2:24][OH:25])=[CH:22][CH:23]=3)=[N:12][CH:13]=2)=[CH:4][CH:3]=1. Given the reactants [Cl:1][C:2]1[CH:7]=[CH:6][C:5]([C:8]2[CH:9]=[CH:10][C:11]([NH:14][CH2:15][CH2:16][CH2:17][C:18]3[CH:23]=[CH:22][C:21]([CH2:24][OH:25])=[CH:20][CH:19]=3)=[N:12][CH:13]=2)=[CH:4][CH:3]=1.C=O.[C:28]([BH3-])#N.[Na+], predict the reaction product. (6) Given the reactants Br[C:2]1[CH:7]=[CH:6][C:5](OCCCCCCCC)=[CH:4][C:3]=1[C:17]1[CH:22]=[CH:21][CH:20]=[C:19]([O:23][CH2:24][CH2:25][CH2:26][CH2:27][CH2:28][CH2:29][CH2:30][CH3:31])[CH:18]=1.[C:32]([Li])([CH3:35])([CH3:34])C.[Br:37][C:38]1[CH:50]=[CH:49][C:48]2[C:47]3[C:42](=[CH:43][C:44]([Br:51])=[CH:45][CH:46]=3)[C:41](=[O:52])[C:40]=2[CH:39]=1.[OH2:53], predict the reaction product. The product is: [CH2:24]([O:23][C:19]1[CH:20]=[CH:21][C:22]([C:41]2([OH:52])[C:40]3[CH:39]=[C:38]([Br:37])[CH:50]=[CH:49][C:48]=3[C:47]3[C:42]2=[CH:43][C:44]([Br:51])=[CH:45][CH:46]=3)=[C:17]([C:3]2[CH:4]=[CH:5][C:6]([O:53][CH2:4][CH2:3][CH2:2][CH2:7][CH2:6][CH2:34][CH2:32][CH3:35])=[CH:7][CH:2]=2)[CH:18]=1)[CH2:25][CH2:26][CH2:27][CH2:28][CH2:29][CH2:30][CH3:31].